From a dataset of Catalyst prediction with 721,799 reactions and 888 catalyst types from USPTO. Predict which catalyst facilitates the given reaction. Reactant: C([O:5][C:6](=[O:33])[C:7]1[CH:12]=[C:11]([Br:13])[C:10]([NH:14][C:15]([N:17]2[CH:22]=[CH:21][C:20](=[O:23])[CH2:19][C@H:18]2[C:24]2[CH:29]=[CH:28][C:27]([F:30])=[CH:26][CH:25]=2)=[O:16])=[CH:9][C:8]=1[O:31][CH3:32])(C)(C)C.FC(F)(F)C(O)=O.P([O-])([O-])([O-])=O. Product: [Br:13][C:11]1[C:10]([NH:14][C:15]([N:17]2[CH:22]=[CH:21][C:20](=[O:23])[CH2:19][C@H:18]2[C:24]2[CH:25]=[CH:26][C:27]([F:30])=[CH:28][CH:29]=2)=[O:16])=[CH:9][C:8]([O:31][CH3:32])=[C:7]([CH:12]=1)[C:6]([OH:33])=[O:5]. The catalyst class is: 4.